Binary Classification. Given a miRNA mature sequence and a target amino acid sequence, predict their likelihood of interaction. From a dataset of Experimentally validated miRNA-target interactions with 360,000+ pairs, plus equal number of negative samples. (1) The miRNA is hsa-miR-6824-5p with sequence GUAGGGGAGGUUGGGCCAGGGA. The protein sequence of the target gene is MSVLGPVLLQVFWAGCVVTLRSPLPAAFTANGTHLQHLARDPTTGTLYVGATNFLFQLSPGLQLEAVVSTGPVNDSRDCLPPVIPDECPQAQPTNNPNQLLLVSPEALVVCGSVHQGICELRSLGQIRQLLLRPERPGDTQYVAANDPAVSTVGLVAQGLVGEPLLFVGRGYTSRGVGGGIPPITTRALRPPDPQAAFSYEETAKLAVGRLSEYSHHFVSAFVRGASAYFLFLRRDLKAPSRAFRAYVSRVCLQDQHYYSYVELPLACQGGRYGLIQAAAVATSKEVARGDVLFAAFSSV.... Result: 0 (no interaction). (2) The miRNA is dme-miR-311-3p with sequence UAUUGCACAUUCACCGGCCUGA. The protein sequence of the target gene is MAATTAAVVAEEDTELRDLLVQTLENSGVLNRIKAELRAAVFLALEEQEKVENKTPLVNENLKKFLNTKDGRLVASLVAEFLQFFNLDFTLAVFHPETSTIQGLEGRENLAQDLGIIEAEGTVGGPLLLEVIRRCQQKEKGPASVEGALDLSDGHPPSKSPEGKSSANSTPSKIPRYKGQGKKKTIGQKPGDKKTSSETSQSEPSVSLSESKSKSSLHSLAHETRIASFLSSSAVDARDSSALCPDGDDVEGDSFFDDPIPKPEKTYGWRAEPRKQVGGLASLSDKPHLRSGLSSLAGAP.... Result: 0 (no interaction). (3) The miRNA is hsa-miR-548b-3p with sequence CAAGAACCUCAGUUGCUUUUGU. The protein sequence of the target gene is MKAQTALSFFLILITSLSGSQGIFPLAFFIYVPMNEQIVIGRLDEDIILPSSFERGSEVVIHWKYQDSYKVHSYYKGSDHLESQDPRYANRTSLFYNEIQNGNASLFFRRVSLLDEGIYTCYVGTAIQVITNKVVLKVGVFLTPVMKYEKRNTNSFLICSVLSVYPRPIITWKMDNTPISENNMEETGSLDSFSINSPLNITGSNSSYECTIENSLLKQTWTGRWTMKDGLHKMQSEHVSLSCQPVNDYFSPNQDFKVTWSRMKSGTFSVLAYYLSSSQNTIINESRFSWNKELINQSDF.... Result: 1 (interaction). (4) The miRNA is hsa-miR-1182 with sequence GAGGGUCUUGGGAGGGAUGUGAC. The protein sequence of the target gene is MALWRGSAYAGFLALAVGCVFLLEPELPGSALRSLWSSLCLGPAPAPPGPVSPEGRLAAAWDALIVRPVRRWRRVAVGVNACVDVVLSGVKLLQALGLSPGNGKDHSILHSRNDLEEAFIHFMGKGAAAERFFSDKETFHDIAQVASEFPGAQHYVGGNAALIGQKFAANSDLKVLLCGPVGPKLHELLDDNVFVPPESLQEVDEFHLILEYQAGEEWGQLKAPHANRFIFSHDLSNGAMNMLEVFVSSLEEFQPDLVVLSGLHMMEGQSKELQRKRLLEVVTSISDIPTGIPVHLELAS.... Result: 0 (no interaction). (5) The miRNA is cel-miR-358-3p with sequence AUUGGUAUCCCUGUCAAGGUCU. The protein sequence of the target gene is MESPNLGDNRVRGESLVPDPPWDRCKEDIAVGLGGVGEDGKDLVISSERSSLLQEPTASTLSSTTATEGHKPVPCGWERVVKQRLSGKTAGKFDVYFISPQGLKFRSKRSLANYLLKNGETFLKPEDFNFTVLPKGSINPGYKHQSLAALTSLQPNETDVSKQNLKTRSKWKTDVLPLPSGTSESPESSGLSNSNSACLLLREHRDIQDVDSEKRRKSKRKVTVLKGTASQKTKQKCRKSLLESTQRNRKRASVVQKVGADRELVPQESQLNRTLCPADACARETVGLAGEEKSPSPGLD.... Result: 0 (no interaction). (6) The miRNA is hsa-miR-6721-5p with sequence UGGGCAGGGGCUUAUUGUAGGAG. The protein sequence of the target gene is MEGVAVVTAGSVGAAKTEGAAALPPPPPVSPPALTPAPAAGEEGPAPLSETGAPGCSGSRPPELEPERSLGRFRGRFEDEDEELEEEEELEEEEEEEEEDMSHFSLRLEGGRQDSEDEEERLINLSELTPYILCSICKGYLIDATTITECLHTFCKSCIVRHFYYSNRCPKCNIVVHQTQPLYNIRLDRQLQDIVYKLVINLEEREKKQMHDFYKERGLEVPKPAVPQPVPSSKGRSKKVLESVFRIPPELDMSLLLEFIGANEGTGHFKPLEKKFVRVSGEATIGHVEKFLRRKMGLDP.... Result: 0 (no interaction).